From a dataset of Forward reaction prediction with 1.9M reactions from USPTO patents (1976-2016). Predict the product of the given reaction. (1) Given the reactants [OH:1][C:2]1[CH:7]=[CH:6][C:5]([N:8]2[CH:13]=[CH:12][C:11]([C:14]3[CH:19]=[CH:18][C:17]([C:20]([F:23])([F:22])[F:21])=[CH:16][CH:15]=3)=[CH:10][C:9]2=[O:24])=[CH:4][C:3]=1[O:25][CH3:26].[F-].[Cs+].[N+](C1C=C(S(O[CH2:42][C@H:43]2[CH2:45][O:44]2)(=O)=O)C=CC=1)([O-])=O, predict the reaction product. The product is: [CH3:26][O:25][C:3]1[CH:4]=[C:5]([N:8]2[CH:13]=[CH:12][C:11]([C:14]3[CH:19]=[CH:18][C:17]([C:20]([F:21])([F:22])[F:23])=[CH:16][CH:15]=3)=[CH:10][C:9]2=[O:24])[CH:6]=[CH:7][C:2]=1[O:1][CH2:42][C@H:43]1[CH2:45][O:44]1. (2) Given the reactants [OH:1][C:2]1[C:3]([C:14]([OH:16])=[O:15])=[CH:4][C:5]2[C:10]([CH:11]=1)=[CH:9][CH:8]=[C:7]([O:12][CH3:13])[CH:6]=2.S(=O)(=O)(O)O.[CH3:22]O, predict the reaction product. The product is: [CH3:22][O:15][C:14]([C:3]1[C:2]([OH:1])=[CH:11][C:10]2[C:5](=[CH:6][C:7]([O:12][CH3:13])=[CH:8][CH:9]=2)[CH:4]=1)=[O:16]. (3) Given the reactants [Mg].Br[C:3]1[CH:8]=[CH:7][CH:6]=[CH:5][C:4]=1[Cl:9].[C:10]([C:18]1[CH:23]=[CH:22][CH:21]=[CH:20][CH:19]=1)(=[O:17])[C:11]1[CH:16]=[CH:15][CH:14]=[CH:13][CH:12]=1, predict the reaction product. The product is: [Cl:9][C:4]1[CH:5]=[CH:6][CH:7]=[CH:8][C:3]=1[C:10]([C:11]1[CH:16]=[CH:15][CH:14]=[CH:13][CH:12]=1)([C:18]1[CH:23]=[CH:22][CH:21]=[CH:20][CH:19]=1)[OH:17]. (4) Given the reactants [Cl:1][C:2]1[CH:7]=[CH:6][CH:5]=[CH:4][C:3]=1[N:8]1[C:12](=[O:13])[NH:11][N:10]=[C:9]1[C:14]1[S:30][C:17]2[C:18]3[CH:26]=[CH:25][C:24]([C:27](O)=[O:28])=[CH:23][C:19]=3[O:20][CH2:21][CH2:22][C:16]=2[CH:15]=1.[NH2:31][CH2:32][CH2:33][NH:34][C:35](=[O:37])[CH3:36].CN(C(ON1N=NC2C=CC=NC1=2)=[N+](C)C)C.F[P-](F)(F)(F)(F)F.CCN(C(C)C)C(C)C, predict the reaction product. The product is: [C:35]([NH:34][CH2:33][CH2:32][NH:31][C:27]([C:24]1[CH:25]=[CH:26][C:18]2[C:17]3[S:30][C:14]([C:9]4[N:8]([C:3]5[CH:4]=[CH:5][CH:6]=[CH:7][C:2]=5[Cl:1])[C:12](=[O:13])[NH:11][N:10]=4)=[CH:15][C:16]=3[CH2:22][CH2:21][O:20][C:19]=2[CH:23]=1)=[O:28])(=[O:37])[CH3:36].